From a dataset of Experimental lipophilicity measurements (octanol/water distribution) for 4,200 compounds from AstraZeneca. Regression/Classification. Given a drug SMILES string, predict its absorption, distribution, metabolism, or excretion properties. Task type varies by dataset: regression for continuous measurements (e.g., permeability, clearance, half-life) or binary classification for categorical outcomes (e.g., BBB penetration, CYP inhibition). For this dataset (lipophilicity_astrazeneca), we predict Y. (1) The Y is 3.50 logD. The molecule is COc1cc2ncc(C(N)=O)c(Nc3cccc(Cl)c3)c2cc1OC. (2) The Y is 2.36 logD. The drug is CNc1ncc(C(=O)c2ccccc2)s1. (3) The molecule is CC[C@H](NC(=O)c1c([S+](C)[O-])c(-c2ccccc2)nc2cc(F)ccc12)c1ccccc1. The Y is 3.62 logD. (4) The molecule is CCc1nc2c(N)nc3ccccc3c2n1CCCCNS(C)(=O)=O. The Y is 1.24 logD.